Dataset: Forward reaction prediction with 1.9M reactions from USPTO patents (1976-2016). Task: Predict the product of the given reaction. Given the reactants Cl.[F:2][C:3]1[C:4]([C:28]2[CH:33]=[CH:32][C:31]([C:34]3[CH:38]=[CH:37][O:36][N:35]=3)=[CH:30][CH:29]=2)=[CH:5][C:6](=[O:27])[N:7]([CH2:9][CH2:10][C@@:11]([CH3:26])([S:22]([CH3:25])(=[O:24])=[O:23])[C:12]([NH:14][O:15]C2CCCCO2)=[O:13])[CH:8]=1, predict the reaction product. The product is: [F:2][C:3]1[C:4]([C:28]2[CH:29]=[CH:30][C:31]([C:34]3[CH:38]=[CH:37][O:36][N:35]=3)=[CH:32][CH:33]=2)=[CH:5][C:6](=[O:27])[N:7]([CH2:9][CH2:10][C@@:11]([CH3:26])([S:22]([CH3:25])(=[O:24])=[O:23])[C:12]([NH:14][OH:15])=[O:13])[CH:8]=1.